From a dataset of Peptide-MHC class II binding affinity with 134,281 pairs from IEDB. Regression. Given a peptide amino acid sequence and an MHC pseudo amino acid sequence, predict their binding affinity value. This is MHC class II binding data. (1) The peptide sequence is LFKVRNGGEIGAVAL. The MHC is DRB1_0901 with pseudo-sequence DRB1_0901. The binding affinity (normalized) is 0.450. (2) The peptide sequence is RKLLDSQNRRDIKLI. The MHC is DRB1_0101 with pseudo-sequence DRB1_0101. The binding affinity (normalized) is 0.430. (3) The peptide sequence is ILPNTLVLDFCDDAL. The MHC is HLA-DPA10201-DPB11401 with pseudo-sequence HLA-DPA10201-DPB11401. The binding affinity (normalized) is 0.203. (4) The peptide sequence is LEKISNEIKIVATPD. The MHC is HLA-DQA10102-DQB10602 with pseudo-sequence HLA-DQA10102-DQB10602. The binding affinity (normalized) is 0.713.